From a dataset of Catalyst prediction with 721,799 reactions and 888 catalyst types from USPTO. Predict which catalyst facilitates the given reaction. (1) Reactant: [CH3:1][N:2]([CH3:17])[CH2:3][CH2:4][CH2:5][C:6]1[C:14]2[CH2:13][CH2:12][CH2:11][CH2:10][C:9]=2[NH:8][C:7]=1[CH:15]=O.[CH3:18][NH:19][S:20]([C:23]1[CH:24]=[C:25]2[C:29](=[CH:30][CH:31]=1)[NH:28][C:27](=[O:32])[CH2:26]2)(=[O:22])=[O:21].N1CCCCC1. Product: [CH3:18][NH:19][S:20]([C:23]1[CH:24]=[C:25]2[C:29](=[CH:30][CH:31]=1)[NH:28][C:27](=[O:32])/[C:26]/2=[CH:15]\[C:7]1[NH:8][C:9]2[CH2:10][CH2:11][CH2:12][CH2:13][C:14]=2[C:6]=1[CH2:5][CH2:4][CH2:3][N:2]([CH3:17])[CH3:1])(=[O:22])=[O:21]. The catalyst class is: 8. (2) Reactant: [Br:1][C:2]1[CH:7]=[CH:6][C:5]([C@@H:8]([OH:13])[C:9]([F:12])([F:11])[F:10])=[CH:4][CH:3]=1.[Cl:14][C:15]1[CH:20]=[C:19](Cl)[N:18]=[C:17]([NH2:22])[N:16]=1.C([O-])([O-])=O.[Cs+].[Cs+].CCOC(C)=O. Product: [Br:1][C:2]1[CH:7]=[CH:6][C:5]([C@@H:8]([O:13][C:19]2[CH:20]=[C:15]([Cl:14])[N:16]=[C:17]([NH2:22])[N:18]=2)[C:9]([F:11])([F:12])[F:10])=[CH:4][CH:3]=1. The catalyst class is: 12. (3) Reactant: [Br:1][C:2]1[C:3](Cl)=[CH:4][C:5]([NH:8][C:9](=[O:14])[C:10]([CH3:13])([CH3:12])[CH3:11])=[N:6][CH:7]=1.[NH2:16][CH2:17][CH:18]1[CH2:23][CH2:22][N:21]([C:24]([O:26][CH2:27][C:28]2[CH:33]=[CH:32][CH:31]=[CH:30][CH:29]=2)=[O:25])[CH2:20][CH2:19]1.C(N(CC)CC)C. Product: [Br:1][C:2]1[C:3]([NH:16][CH2:17][CH:18]2[CH2:23][CH2:22][N:21]([C:24]([O:26][CH2:27][C:28]3[CH:29]=[CH:30][CH:31]=[CH:32][CH:33]=3)=[O:25])[CH2:20][CH2:19]2)=[CH:4][C:5]([NH:8][C:9](=[O:14])[C:10]([CH3:13])([CH3:12])[CH3:11])=[N:6][CH:7]=1. The catalyst class is: 37. (4) Reactant: [CH:1]1[C:13]2[CH:12]([CH2:14][O:15][C:16]([NH:18][C@:19]34[CH2:55][CH2:54][C@@H:53]([C:56]([CH3:58])=[CH2:57])[C@@H:20]3[C@@H:21]3[C@@:34]([CH3:37])([CH2:35][CH2:36]4)[C@@:33]4([CH3:38])[C@@H:24]([C@:25]5([CH3:52])[C@@H:30]([CH2:31][CH2:32]4)[C:29]([CH3:40])([CH3:39])[C:28]([C:41]4[CH:50]=[CH:49][C:44]([C:45]([O:47][CH3:48])=[O:46])=[C:43]([F:51])[CH:42]=4)=[CH:27][CH2:26]5)[CH2:23][CH2:22]3)=[O:17])[C:11]3[C:6](=[CH:7][CH:8]=[CH:9][CH:10]=3)[C:5]=2[CH:4]=[CH:3][CH:2]=1.ClC1C=C(C=CC=1)C(OO)=[O:64]. Product: [CH:10]1[C:11]2[CH:12]([CH2:14][O:15][C:16]([NH:18][C@:19]34[CH2:55][CH2:54][C@@H:53]([C:56]5([CH3:58])[CH2:57][O:64]5)[C@@H:20]3[C@@H:21]3[C@@:34]([CH3:37])([CH2:35][CH2:36]4)[C@@:33]4([CH3:38])[C@@H:24]([C@:25]5([CH3:52])[C@@H:30]([CH2:31][CH2:32]4)[C:29]([CH3:40])([CH3:39])[C:28]([C:41]4[CH:50]=[CH:49][C:44]([C:45]([O:47][CH3:48])=[O:46])=[C:43]([F:51])[CH:42]=4)=[CH:27][CH2:26]5)[CH2:23][CH2:22]3)=[O:17])[C:13]3[C:5](=[CH:4][CH:3]=[CH:2][CH:1]=3)[C:6]=2[CH:7]=[CH:8][CH:9]=1. The catalyst class is: 4. (5) Reactant: N1C=CN=C1.C(O[C:10]1[CH:33]=[CH:32][C:13]([C:14]2[CH2:15][O:16][C:17]3[C:22]([CH:23]=2)=[CH:21][CH:20]=[C:19](OC(=O)C)[C:18]=3OC(=O)C)=[CH:12][CH:11]=1)(=O)C. Product: [O:16]1[C:17]2[C:22](=[CH:21][CH:20]=[CH:19][CH:18]=2)[CH:23]=[C:14]([C:13]2[CH:32]=[CH:33][CH:10]=[CH:11][CH:12]=2)[CH2:15]1. The catalyst class is: 8. (6) Reactant: [CH3:1][C:2]1[N:7]=[C:6]([C:8]2[CH:13]=[CH:12][C:11]([C:14]([F:17])([F:16])[F:15])=[CH:10][CH:9]=2)[C:5]([C:18]([NH:20][C:21]2[CH:26]=[CH:25][C:24]([N:27]([CH2:35][CH2:36][C:37]3[CH:42]=[CH:41][CH:40]=[CH:39][N:38]=3)C(=O)OC(C)(C)C)=[CH:23][CH:22]=2)=[O:19])=[CH:4][N:3]=1.FC(F)(F)C(O)=O.C(OCC)(=O)C.C(=O)([O-])[O-].[K+].[K+]. Product: [CH3:1][C:2]1[N:7]=[C:6]([C:8]2[CH:13]=[CH:12][C:11]([C:14]([F:16])([F:15])[F:17])=[CH:10][CH:9]=2)[C:5]([C:18]([NH:20][C:21]2[CH:26]=[CH:25][C:24]([NH:27][CH2:35][CH2:36][C:37]3[CH:42]=[CH:41][CH:40]=[CH:39][N:38]=3)=[CH:23][CH:22]=2)=[O:19])=[CH:4][N:3]=1. The catalyst class is: 6.